This data is from Full USPTO retrosynthesis dataset with 1.9M reactions from patents (1976-2016). The task is: Predict the reactants needed to synthesize the given product. (1) The reactants are: [N+:1]([C:4]1[CH:15]=[CH:14][C:7]([O:8][CH:9]([CH3:13])[C:10]([OH:12])=[O:11])=[CH:6][CH:5]=1)([O-:3])=[O:2].[CH2:16](O)[CH2:17][OH:18].Cl. Given the product [OH:18][CH2:17][CH2:16][O:11][C:10](=[O:12])[CH:9]([O:8][C:7]1[CH:6]=[CH:5][C:4]([N+:1]([O-:3])=[O:2])=[CH:15][CH:14]=1)[CH3:13], predict the reactants needed to synthesize it. (2) Given the product [F:29][C:30]1[CH:35]=[C:34]([C:2]2[CH:7]=[CH:6][C:5]([C:8]3[C:17]4[C:12](=[CH:13][C:14]([S:18]([NH:21][C:22]5[S:26][N:25]=[CH:24][N:23]=5)(=[O:20])=[O:19])=[CH:15][CH:16]=4)[N:11]=[CH:10][N:9]=3)=[C:4]([O:27][CH3:28])[CH:3]=2)[CH:33]=[CH:32][CH:31]=1, predict the reactants needed to synthesize it. The reactants are: Cl[C:2]1[CH:7]=[CH:6][C:5]([C:8]2[C:17]3[C:12](=[CH:13][C:14]([S:18]([NH:21][C:22]4[S:26][N:25]=[CH:24][N:23]=4)(=[O:20])=[O:19])=[CH:15][CH:16]=3)[N:11]=[CH:10][N:9]=2)=[C:4]([O:27][CH3:28])[CH:3]=1.[F:29][C:30]1[CH:31]=[C:32](B(O)O)[CH:33]=[CH:34][CH:35]=1.C1(P(C2CCCCC2)C2C=CC=CC=2C2C(OC)=CC=CC=2OC)CCCCC1.P([O-])([O-])([O-])=O.[K+].[K+].[K+]. (3) Given the product [CH3:1][O:2][C:3]([C:5]1[C:10]([Br:11])=[C:9]([NH:17][CH:14]2[CH2:16][CH2:15]2)[CH:8]=[C:7]([Cl:13])[N:6]=1)=[O:4], predict the reactants needed to synthesize it. The reactants are: [CH3:1][O:2][C:3]([C:5]1[C:10]([Br:11])=[C:9](Cl)[CH:8]=[C:7]([Cl:13])[N:6]=1)=[O:4].[CH:14]1([NH2:17])[CH2:16][CH2:15]1.C(N(C(C)C)CC)(C)C.O. (4) Given the product [F:10][C:7]([F:8])([F:9])[C:6]([N:19]1[CH2:22][CH:21]([O:23][C:24]2[CH:29]=[CH:28][C:27]([C:30]3[CH:35]=[N:34][C:33]([S:36]([CH3:39])(=[O:38])=[O:37])=[CH:32][CH:31]=3)=[CH:26][CH:25]=2)[CH2:20]1)=[O:11], predict the reactants needed to synthesize it. The reactants are: [F:8][C:7]([F:10])([F:9])[C:6](O[C:6](=[O:11])[C:7]([F:10])([F:9])[F:8])=[O:11].COC1C=C(OC)C=CC=1C[N:19]1[CH2:22][CH:21]([O:23][C:24]2[CH:29]=[CH:28][C:27]([C:30]3[CH:31]=[CH:32][C:33]([S:36]([CH3:39])(=[O:38])=[O:37])=[N:34][CH:35]=3)=[CH:26][CH:25]=2)[CH2:20]1.C(N(CC)CC)C. (5) Given the product [Cl:1][C:2]1[N:10]([C:11]2[CH:16]=[CH:15][C:14]([C:17]3[CH:22]=[CH:21][CH:20]=[C:19]([O:23][CH3:24])[C:18]=3[OH:25])=[CH:13][CH:12]=2)[C:9]2[C:8](=[O:26])[N:7]([CH2:27][C:28]([O:30][CH:33]([CH3:35])[CH3:34])=[O:29])[C:6](=[O:31])[NH:5][C:4]=2[CH:3]=1, predict the reactants needed to synthesize it. The reactants are: [Cl:1][C:2]1[N:10]([C:11]2[CH:16]=[CH:15][C:14]([C:17]3[CH:22]=[CH:21][CH:20]=[C:19]([O:23][CH3:24])[C:18]=3[OH:25])=[CH:13][CH:12]=2)[C:9]2[C:8](=[O:26])[N:7]([CH2:27][C:28]([OH:30])=[O:29])[C:6](=[O:31])[NH:5][C:4]=2[CH:3]=1.Cl.[CH:33](O)([CH3:35])[CH3:34]. (6) Given the product [CH3:23][S:20]([C:16]1[CH:15]=[C:14]([N:9]2[CH:10]=[CH:11][C:12](=[O:13])[C:7]([C:5]3[N:25]([C:27]4[N:34]=[C:33]([CH3:35])[CH:32]=[C:31]([CH3:36])[C:28]=4[C:29]#[N:30])[N:2]=[CH:3][CH:4]=3)=[N:8]2)[CH:19]=[CH:18][CH:17]=1)(=[O:22])=[O:21], predict the reactants needed to synthesize it. The reactants are: C[N:2](C)/[CH:3]=[CH:4]/[C:5]([C:7]1[C:12](=[O:13])[CH:11]=[CH:10][N:9]([C:14]2[CH:19]=[CH:18][CH:17]=[C:16]([S:20]([CH3:23])(=[O:22])=[O:21])[CH:15]=2)[N:8]=1)=O.[NH:25]([C:27]1[N:34]=[C:33]([CH3:35])[CH:32]=[C:31]([CH3:36])[C:28]=1[C:29]#[N:30])N.